From a dataset of Full USPTO retrosynthesis dataset with 1.9M reactions from patents (1976-2016). Predict the reactants needed to synthesize the given product. (1) Given the product [C:13]1([N:19]2[C:4](=[O:5])[C:6]3[CH2:7][CH2:8][CH2:9][CH2:10][C:11]=3[NH:20]2)[CH:18]=[CH:17][CH:16]=[CH:15][CH:14]=1, predict the reactants needed to synthesize it. The reactants are: CCO[C:4]([CH:6]1[C:11](=O)[CH2:10][CH2:9][CH2:8][CH2:7]1)=[O:5].[C:13]1([NH:19][NH2:20])[CH:18]=[CH:17][CH:16]=[CH:15][CH:14]=1. (2) Given the product [NH2:7][C:8]1[N:9]([CH3:26])[C:10](=[O:25])[C:11]([CH3:24])([CH3:23])[C@:12]([C:15]2[CH:20]=[C:19]([NH:21][C:31](=[O:32])[CH:30]([OH:34])[C:29]([F:36])([F:35])[F:28])[CH:18]=[CH:17][C:16]=2[F:22])([CH3:14])[N:13]=1, predict the reactants needed to synthesize it. The reactants are: C(OC(=O)[NH:7][C:8]1[N:9]([CH3:26])[C:10](=[O:25])[C:11]([CH3:24])([CH3:23])[C@:12]([C:15]2[CH:20]=[C:19]([NH2:21])[CH:18]=[CH:17][C:16]=2[F:22])([CH3:14])[N:13]=1)(C)(C)C.[F:28][C:29]([F:36])([F:35])[CH:30]([OH:34])[C:31](O)=[O:32]. (3) Given the product [CH3:1][C:2]1[CH:7]=[C:6]([CH3:8])[N:5]=[C:4]([N:9]2[CH2:10][CH2:11][N:12]([C:16]3[CH:21]=[CH:20][C:19]([N+:22]([O-:24])=[O:23])=[CH:18][CH:17]=3)[CH2:13][CH2:14]2)[CH:3]=1, predict the reactants needed to synthesize it. The reactants are: [CH3:1][C:2]1[CH:7]=[C:6]([CH3:8])[N:5]=[C:4]([N:9]2[CH2:14][CH2:13][NH:12][CH2:11][CH2:10]2)[CH:3]=1.Cl[C:16]1[CH:21]=[CH:20][C:19]([N+:22]([O-:24])=[O:23])=[CH:18][CH:17]=1.C(=O)([O-])[O-].[Cs+].[Cs+].C1(P(C2CCCCC2)C2C=CC=CC=2C2C=CC=CC=2N(C)C)CCCCC1. (4) Given the product [Cl:21][C:22]1[N:27]=[CH:26][C:25]([C:2]2[CH:3]=[N:4][CH:5]=[C:6]3[C:11]=2[N:10]=[C:9]([C:12]([NH:14][CH:15]([C:17]([OH:20])([CH3:19])[CH3:18])[CH3:16])=[O:13])[CH:8]=[CH:7]3)=[CH:24][CH:23]=1, predict the reactants needed to synthesize it. The reactants are: Br[C:2]1[CH:3]=[N:4][CH:5]=[C:6]2[C:11]=1[N:10]=[C:9]([C:12]([NH:14][CH:15]([C:17]([OH:20])([CH3:19])[CH3:18])[CH3:16])=[O:13])[CH:8]=[CH:7]2.[Cl:21][C:22]1[N:27]=[CH:26][C:25](B(O)O)=[CH:24][CH:23]=1. (5) Given the product [CH:35]([C:5]1[N:6]([CH:7]2[CH2:13][CH:12]3[N:14]([CH2:15][CH2:16][C@H:17]([NH:24][C:25]([CH:27]4[CH2:28][CH2:29][C:30]([F:34])([F:33])[CH2:31][CH2:32]4)=[O:26])[C:18]4[CH:23]=[CH:22][CH:21]=[CH:20][CH:19]=4)[CH:9]([CH2:10][CH2:11]3)[CH2:8]2)[C:2]([CH3:1])=[N:3][N:4]=1)([CH3:36])[CH3:37], predict the reactants needed to synthesize it. The reactants are: [CH3:1][C:2]1[N:6]([C@H:7]2[CH2:13][C@H:12]3[N:14]([CH2:15][CH2:16][C@H:17]([NH:24][C:25]([CH:27]4[CH2:32][CH2:31][C:30]([F:34])([F:33])[CH2:29][CH2:28]4)=[O:26])[C:18]4[CH:19]=[CH:20][CH:21]=[CH:22][CH:23]=4)[C@H:9]([CH2:10][CH2:11]3)[CH2:8]2)[C:5]([CH:35]([CH3:37])[CH3:36])=[N:4][N:3]=1.P([O-])([O-])([O-])=O.N.CCCCCCC. (6) Given the product [F:24][C:25]1[CH:33]=[C:32]([F:34])[CH:31]=[CH:30][C:26]=1[C:27]([N:17]1[C:9]2=[N:8][C:7]([N:1]3[CH2:6][CH2:5][O:4][CH2:3][CH2:2]3)=[CH:12][C:11](=[O:13])[N:10]2[CH2:14][CH2:15][C@H:16]1[C:18]([F:20])([F:21])[F:19])=[O:28], predict the reactants needed to synthesize it. The reactants are: [N:1]1([C:7]2[N:8]=[C:9]3[NH:17][C@H:16]([C:18]([F:21])([F:20])[F:19])[CH2:15][CH2:14][N:10]3[C:11](=[O:13])[CH:12]=2)[CH2:6][CH2:5][O:4][CH2:3][CH2:2]1.[H-].[Na+].[F:24][C:25]1[CH:33]=[C:32]([F:34])[CH:31]=[CH:30][C:26]=1[C:27](Cl)=[O:28].C(Cl)Cl.CO.